This data is from Reaction yield outcomes from USPTO patents with 853,638 reactions. The task is: Predict the reaction yield, written as a fraction of the theoretical maximum amount of product (1.0 means a 100% yield; for example, 0.34 means a 34% yield). The reactants are Cl[C:2]1[CH:7]=[C:6]([C:8]([NH:10][C:11]2[S:12][C:13]([N:21]3[CH2:26][CH2:25][O:24][CH2:23][CH2:22]3)=[C:14]([C:16]3[O:17][CH:18]=[CH:19][CH:20]=3)[N:15]=2)=[O:9])[CH:5]=[CH:4][N:3]=1.[NH:27]1[CH2:32][CH2:31][O:30][CH2:29][CH2:28]1. The catalyst is CN1C(=O)CCC1. The product is [O:17]1[CH:18]=[CH:19][CH:20]=[C:16]1[C:14]1[N:15]=[C:11]([NH:10][C:8]([C:6]2[CH:5]=[CH:4][N:3]=[C:2]([N:27]3[CH2:32][CH2:31][O:30][CH2:29][CH2:28]3)[CH:7]=2)=[O:9])[S:12][C:13]=1[N:21]1[CH2:26][CH2:25][O:24][CH2:23][CH2:22]1. The yield is 0.270.